Dataset: Forward reaction prediction with 1.9M reactions from USPTO patents (1976-2016). Task: Predict the product of the given reaction. (1) Given the reactants [NH2:1][C@@H:2]1[C@@H:7]([O:8][CH2:9][C:10]2[CH:15]=[CH:14][CH:13]=[CH:12][CH:11]=2)[C@H:6]([O:16][CH2:17][C:18]2[CH:23]=[CH:22][CH:21]=[CH:20][CH:19]=2)[C@@H:5]([CH2:24][O:25][CH2:26][C:27]2[CH:32]=[CH:31][CH:30]=[CH:29][CH:28]=2)[CH2:4][C@H:3]1[OH:33].C1N=CN([C:39]([N:41]2[CH:45]=N[CH:43]=[CH:42]2)=[S:40])C=1.N1CCC[CH2:47]1, predict the reaction product. The product is: [CH2:9]([O:8][C@H:7]1[C@H:6]([O:16][CH2:17][C:18]2[CH:19]=[CH:20][CH:21]=[CH:22][CH:23]=2)[C@@H:5]([CH2:24][O:25][CH2:26][C:27]2[CH:32]=[CH:31][CH:30]=[CH:29][CH:28]=2)[CH2:4][C@@H:3]([OH:33])[C@@H:2]1[NH:1][C:39]([N:41]1[CH2:42][CH2:43][CH2:47][CH2:45]1)=[S:40])[C:10]1[CH:11]=[CH:12][CH:13]=[CH:14][CH:15]=1. (2) Given the reactants [Cl:1][C:2]1[CH:10]=[CH:9][C:5]([C:6](Cl)=[O:7])=[CH:4][C:3]=1[C:11]1[O:15][N:14]=[C:13]([CH2:16][N:17]2[C:25]3[C:20](=[C:21]([C:28]([F:31])([F:30])[F:29])[C:22]([C:26]#[N:27])=[CH:23][CH:24]=3)[CH:19]=[C:18]2[CH2:32][CH2:33][CH3:34])[N:12]=1.[NH:35]([CH3:37])[CH3:36], predict the reaction product. The product is: [Cl:1][C:2]1[CH:10]=[CH:9][C:5]([C:6]([N:35]([CH3:37])[CH3:36])=[O:7])=[CH:4][C:3]=1[C:11]1[O:15][N:14]=[C:13]([CH2:16][N:17]2[C:25]3[C:20](=[C:21]([C:28]([F:29])([F:30])[F:31])[C:22]([C:26]#[N:27])=[CH:23][CH:24]=3)[CH:19]=[C:18]2[CH2:32][CH2:33][CH3:34])[N:12]=1. (3) The product is: [F:24][C:25]1[C:30]([O:31][CH3:32])=[CH:29][CH:28]=[CH:27][C:26]=1[C:2]1[CH:7]=[CH:6][CH:5]=[C:4]([C:8]2([C:18]3[CH:19]=[CH:20][N:21]=[CH:22][CH:23]=3)[C:16]3[C:11](=[CH:12][CH:13]=[CH:14][CH:15]=3)[C:10]([NH2:17])=[N:9]2)[CH:3]=1. Given the reactants Br[C:2]1[CH:3]=[C:4]([C:8]2([C:18]3[CH:23]=[CH:22][N:21]=[CH:20][CH:19]=3)[C:16]3[C:11](=[CH:12][CH:13]=[CH:14][CH:15]=3)[C:10]([NH2:17])=[N:9]2)[CH:5]=[CH:6][CH:7]=1.[F:24][C:25]1[C:30]([O:31][CH3:32])=[CH:29][CH:28]=[CH:27][C:26]=1B(O)O, predict the reaction product. (4) Given the reactants [Br:1][C:2]1[CH:10]=[CH:9][C:5]([C:6]([OH:8])=[O:7])=[CH:4][C:3]=1[F:11].O.[CH3:13]O, predict the reaction product. The product is: [CH3:13][C:4]1[C:3]([F:11])=[C:2]([Br:1])[CH:10]=[CH:9][C:5]=1[C:6]([OH:8])=[O:7]. (5) Given the reactants C(O)CCCCCCCO.FC1C(F)=CC=CC=1CBr.[F:21][C:22]1[C:38]([F:39])=[CH:37][CH:36]=[CH:35][C:23]=1[CH2:24][O:25][CH2:26][CH2:27][CH2:28][CH2:29][CH2:30][CH2:31][CH2:32][CH2:33][OH:34].FC1C(F)=CC=CC=1COCCCCCCCC(O)=O.Cl.Cl.[CH2:62]([O:69][C:70](=[O:78])[CH2:71][C@@H:72]([NH2:77])[CH2:73][N:74]([CH3:76])[CH3:75])[C:63]1[CH:68]=[CH:67][CH:66]=[CH:65][CH:64]=1, predict the reaction product. The product is: [CH2:62]([O:69][C:70](=[O:78])[CH2:71][C@@H:72]([NH:77][C:33](=[O:34])[CH2:32][CH2:31][CH2:30][CH2:29][CH2:28][CH2:27][CH2:26][O:25][CH2:24][C:23]1[CH:35]=[CH:36][CH:37]=[C:38]([F:39])[C:22]=1[F:21])[CH2:73][N:74]([CH3:75])[CH3:76])[C:63]1[CH:68]=[CH:67][CH:66]=[CH:65][CH:64]=1. (6) Given the reactants [S:1]1[C:5]2=[CH:6][CH:7]=[CH:8][C:9]([OH:10])=[C:4]2[CH:3]=[CH:2]1.[OH-].[K+].[O:13]=[CH:14][C:15]([OH:17])=[O:16].Cl.C(N(CCCC)CCCC)CCC, predict the reaction product. The product is: [OH:13][CH:14]([C:6]1[C:5]2[S:1][CH:2]=[CH:3][C:4]=2[C:9]([OH:10])=[CH:8][CH:7]=1)[C:15]([OH:17])=[O:16]. (7) The product is: [NH2:40][C@@H:29]([CH2:30][C:31]1[C:39]2[C:34](=[CH:35][CH:36]=[CH:37][CH:38]=2)[NH:33][CH:32]=1)[C:28]([N:25]1[CH2:24][CH2:23][CH:22]([N:13]2[N:12]=[C:11]([C:5]3[CH:6]=[CH:7][C:8]([O:9][CH3:10])=[C:3]([O:2][CH3:1])[CH:4]=3)[C@@H:20]3[C@@H:15]([CH2:16][CH2:17][CH2:18][CH2:19]3)[C:14]2=[O:21])[CH2:27][CH2:26]1)=[O:48]. Given the reactants [CH3:1][O:2][C:3]1[CH:4]=[C:5]([C:11]2[C@@H:20]3[C@@H:15]([CH2:16][CH2:17][CH2:18][CH2:19]3)[C:14](=[O:21])[N:13]([CH:22]3[CH2:27][CH2:26][N:25]([C:28](=[O:48])[C@@H:29]([NH:40]C(=O)OC(C)(C)C)[CH2:30][C:31]4[C:39]5[C:34](=[CH:35][CH:36]=[CH:37][CH:38]=5)[NH:33][CH:32]=4)[CH2:24][CH2:23]3)[N:12]=2)[CH:6]=[CH:7][C:8]=1[O:9][CH3:10].C(=O)(O)[O-].[Na+], predict the reaction product.